From a dataset of Experimentally validated miRNA-target interactions with 360,000+ pairs, plus equal number of negative samples. Binary Classification. Given a miRNA mature sequence and a target amino acid sequence, predict their likelihood of interaction. The miRNA is dme-miR-124-3p with sequence UAAGGCACGCGGUGAAUGCCAAG. The protein sequence of the target gene is MSEEVTYADLQFQNSSEMEKIPEIGKFGEKAPPAPSHVWRPAALFLTLLCLLLLIGLGVLASMFHVTLKIEMKKMNKLQNISEELQRNISLQLMSNMNISNKIRNLSTTLQTIATKLCRELYSKEQEHKCKPCPRRWIWHKDSCYFLSDDVQTWQESKMACAAQNASLLKINNKNALEFIKSQSRSYDYWLGLSPEEDSTRGMRVDNIINSSAWVIRNAPDLNNMYCGYINRLYVQYYHCTYKKRMICEKMANPVQLGSTYFREA. Result: 0 (no interaction).